This data is from Forward reaction prediction with 1.9M reactions from USPTO patents (1976-2016). The task is: Predict the product of the given reaction. (1) Given the reactants [OH:1][C:2]1[CH:7]=[CH:6][C:5]([N+:8]([O-:10])=[O:9])=[CH:4][C:3]=1[C:11](=[O:15])[CH2:12][CH2:13][CH3:14].[H-].[Na+].Br[CH:19]([C:26]1[CH:31]=[CH:30][CH:29]=[CH:28][CH:27]=1)[C:20]1[CH:25]=[CH:24][CH:23]=[CH:22][CH:21]=1, predict the reaction product. The product is: [CH:19]([O:1][C:2]1[CH:7]=[CH:6][C:5]([N+:8]([O-:10])=[O:9])=[CH:4][C:3]=1[C:11](=[O:15])[CH2:12][CH2:13][CH3:14])([C:20]1[CH:25]=[CH:24][CH:23]=[CH:22][CH:21]=1)[C:26]1[CH:31]=[CH:30][CH:29]=[CH:28][CH:27]=1. (2) Given the reactants [Br:1][C:2]1[CH:10]=[CH:9][C:5]([C:6]([OH:8])=[O:7])=[C:4]([Cl:11])[CH:3]=1.[C:12](Cl)(=O)C, predict the reaction product. The product is: [Br:1][C:2]1[CH:10]=[CH:9][C:5]([C:6]([O:8][CH3:12])=[O:7])=[C:4]([Cl:11])[CH:3]=1.